Dataset: Full USPTO retrosynthesis dataset with 1.9M reactions from patents (1976-2016). Task: Predict the reactants needed to synthesize the given product. (1) Given the product [C:23]([C:12]([S:14][C:15](=[S:16])[C:17]1[CH:18]=[CH:19][CH:20]=[CH:21][CH:22]=1)([CH3:13])[CH2:11][CH2:10][C:9]([OH:25])=[O:8])#[N:24], predict the reactants needed to synthesize it. The reactants are: S1C=CC(CC[O:8][C:9](=[O:25])[CH2:10][CH2:11][C:12]([C:23]#[N:24])([S:14][C:15]([C:17]2[CH:22]=[CH:21][CH:20]=[CH:19][CH:18]=2)=[S:16])[CH3:13])=C1.N(C(C#N)(C)CCC(O)=O)=NC(C#N)(C)CCC(O)=O.C(SSC(=S)C1C=CC=CC=1)(=S)C1C=CC=CC=1. (2) The reactants are: [Br:1][C:2]1[CH:3]=[C:4]([C:8]([NH:12][C:13](=[O:19])[O:14][C:15]([CH3:18])([CH3:17])[CH3:16])([CH3:11])[CH2:9][OH:10])[CH:5]=[CH:6][CH:7]=1. Given the product [Br:1][C:2]1[CH:3]=[C:4]([C:8]([NH:12][C:13](=[O:19])[O:14][C:15]([CH3:18])([CH3:17])[CH3:16])([CH3:11])[CH:9]=[O:10])[CH:5]=[CH:6][CH:7]=1, predict the reactants needed to synthesize it. (3) Given the product [C:12]([O:16][C:17]([N:19]1[CH2:24][CH2:23][CH:22]([NH:25][C:10]2[C:5]3[C:3](=[CH:29][CH:30]=[CH:26][CH:27]=3)[CH:7]=[CH:8][N:9]=2)[CH2:21][CH2:20]1)=[O:18])([CH3:15])([CH3:13])[CH3:14], predict the reactants needed to synthesize it. The reactants are: CO[C:3]([C:5]1[CH:10]=[N:9][C:8](Cl)=[CH:7]N=1)=O.[C:12]([O:16][C:17]([N:19]1[CH2:24][CH2:23][CH:22]([NH2:25])[CH2:21][CH2:20]1)=[O:18])([CH3:15])([CH3:14])[CH3:13].[C:26](#N)[CH3:27].[CH2:29](N(C(C)C)C(C)C)[CH3:30]. (4) Given the product [CH2:1]([O:8][C:9]([N:11]1[CH2:12][CH2:13][CH:14]([CH2:17][NH:18][C:19]2[CH:24]=[C:23]([CH3:25])[N:22]=[C:21]([NH2:26])[N:20]=2)[CH2:15][CH2:16]1)=[O:10])[C:2]1[CH:7]=[CH:6][CH:5]=[CH:4][CH:3]=1, predict the reactants needed to synthesize it. The reactants are: [CH2:1]([O:8][C:9]([N:11]1[CH2:16][CH2:15][CH:14]([CH2:17][NH:18][C:19]2[CH:24]=[C:23]([CH3:25])[N:22]=[C:21]([NH:26]CC3C=CC(OC)=CC=3OC)[N:20]=2)[CH2:13][CH2:12]1)=[O:10])[C:2]1[CH:7]=[CH:6][CH:5]=[CH:4][CH:3]=1.FC(F)(F)C(O)=O. (5) Given the product [CH3:1][S:2]([C:5]1[CH:10]=[C:9]([C@@H:11]([NH:15][C:16]([C:18]2[C:19]3[CH:26]=[N:25][N:24]([C:27]4[CH:28]=[CH:29][C:30]([F:33])=[CH:31][CH:32]=4)[C:20]=3[CH:21]=[N:22][CH:23]=2)=[O:17])[CH2:12][CH2:13][N:34]2[CH2:39][CH2:38][O:37][CH2:36][CH2:35]2)[CH:8]=[CH:7][N:6]=1)(=[O:4])=[O:3], predict the reactants needed to synthesize it. The reactants are: [CH3:1][S:2]([C:5]1[CH:10]=[C:9]([C@@H:11]([NH:15][C:16]([C:18]2[C:19]3[CH:26]=[N:25][N:24]([C:27]4[CH:32]=[CH:31][C:30]([F:33])=[CH:29][CH:28]=4)[C:20]=3[CH:21]=[N:22][CH:23]=2)=[O:17])[CH2:12][CH:13]=O)[CH:8]=[CH:7][N:6]=1)(=[O:4])=[O:3].[NH:34]1[CH2:39][CH2:38][O:37][CH2:36][CH2:35]1.C(O)(=O)C.C(O[BH-](OC(=O)C)OC(=O)C)(=O)C.[Na+]. (6) Given the product [CH2:1]([C:5]1[CH:6]=[C:7]([CH:9]=[CH:10][C:11]=1[C:14]([F:19])([C:15]([F:18])([F:17])[F:16])[C:13]([F:22])([F:21])[F:12])[NH2:8])[CH:2]([CH3:4])[CH3:3], predict the reactants needed to synthesize it. The reactants are: [CH2:1]([C:5]1[CH:6]=[C:7]([CH:9]=[CH:10][CH:11]=1)[NH2:8])[CH:2]([CH3:4])[CH3:3].[F:12][C:13]([F:22])([F:21])[C:14](I)([F:19])[C:15]([F:18])([F:17])[F:16].C(=O)([O-])O.[Na+].S(S([O-])=O)([O-])=O.[Na+].[Na+]. (7) Given the product [NH:25]1[C:26]2[C:22](=[CH:21][C:20]([NH:19][C:16]3[C:17]4[S:18][C:10]([C:20]5[CH:21]=[CH:22][C:26]([C:2]6[S:1][CH:5]=[CH:4][CH:3]=6)=[CH:27][CH:28]=5)=[CH:11][C:12]=4[N:13]=[CH:14][N:15]=3)=[CH:28][CH:27]=2)[CH:23]=[CH:24]1, predict the reactants needed to synthesize it. The reactants are: [S:1]1[CH:5]=[CH:4][CH:3]=[C:2]1B(O)O.Br[C:10]1[S:18][C:17]2[C:16]([NH:19][C:20]3[CH:21]=[C:22]4[C:26](=[CH:27][CH:28]=3)[NH:25][CH:24]=[CH:23]4)=[N:15][CH:14]=[N:13][C:12]=2[CH:11]=1.